Dataset: Catalyst prediction with 721,799 reactions and 888 catalyst types from USPTO. Task: Predict which catalyst facilitates the given reaction. (1) Reactant: [CH3:1][C:2]1[N:3]=[C:4]([C:9]2[CH:14]=[CH:13][C:12]([C:15]([F:18])([F:17])[F:16])=[CH:11][CH:10]=2)[S:5][C:6]=1[CH2:7]O.C(N(CC)CC)C.CS([Cl:30])(=O)=O. Product: [Cl:30][CH2:7][C:6]1[S:5][C:4]([C:9]2[CH:14]=[CH:13][C:12]([C:15]([F:18])([F:17])[F:16])=[CH:11][CH:10]=2)=[N:3][C:2]=1[CH3:1]. The catalyst class is: 4. (2) Reactant: Cl[C:2]1[N:7]=[C:6]([NH:8][C:9]2[N:14]=[CH:13][C:12]3[N:15]=[CH:16][N:17]([CH:18]([CH3:20])[CH3:19])[C:11]=3[CH:10]=2)[CH:5]=[CH:4][N:3]=1.[NH:21]1[C:29]2[CH2:28][CH2:27][NH:26][CH2:25][C:24]=2[CH:23]=[N:22]1.C(N(CC)CC)C. Product: [CH:18]([N:17]1[C:11]2[CH:10]=[C:9]([NH:8][C:6]3[CH:5]=[CH:4][N:3]=[C:2]([N:26]4[CH2:27][CH2:28][C:29]5[NH:21][N:22]=[CH:23][C:24]=5[CH2:25]4)[N:7]=3)[N:14]=[CH:13][C:12]=2[N:15]=[CH:16]1)([CH3:20])[CH3:19]. The catalyst class is: 252.